This data is from Reaction yield outcomes from USPTO patents with 853,638 reactions. The task is: Predict the reaction yield, written as a fraction of the theoretical maximum amount of product (1.0 means a 100% yield; for example, 0.34 means a 34% yield). (1) The yield is 0.820. The reactants are [Br:1][C:2]1[CH:7]=[CH:6][C:5]([NH:8][C:9](=[O:14])[C:10]([CH3:13])([CH3:12])[CH3:11])=[C:4]([C:15]2[C:20]([F:21])=[CH:19][CH:18]=[CH:17][N:16]=2)[CH:3]=1.C(OC(C(F)(F)F)=O)(C(F)(F)F)=O.[N+:35]([O-])([OH:37])=[O:36].CO. The product is [Br:1][C:2]1[CH:7]=[C:6]([N+:35]([O-:37])=[O:36])[C:5]([NH:8][C:9](=[O:14])[C:10]([CH3:13])([CH3:12])[CH3:11])=[C:4]([C:15]2[C:20]([F:21])=[CH:19][CH:18]=[CH:17][N:16]=2)[CH:3]=1. The catalyst is C(O)(C(F)(F)F)=O.O. (2) The reactants are [Cl:1][C:2]1[CH:7]=[C:6]([Cl:8])[CH:5]=[CH:4][C:3]=1[C@H:9]([N:11]1[C:19]2[C:14](=[CH:15][CH:16]=[C:17]([N:20]3[CH2:25][CH2:24][NH:23][C@H:22]([CH3:26])[CH2:21]3)[CH:18]=2)[CH:13]=[N:12]1)[CH3:10].C(OC([N:34]1[CH2:38][CH2:37][CH2:36][C@@H:35]1[C:39](O)=[O:40])=O)(C)(C)C.CN(C(ON1N=NC2C=CC=NC1=2)=[N+](C)C)C.F[P-](F)(F)(F)(F)F.CCN(CC)CC. The catalyst is ClCCl. The product is [Cl:1][C:2]1[CH:7]=[C:6]([Cl:8])[CH:5]=[CH:4][C:3]=1[C@H:9]([N:11]1[C:19]2[C:14](=[CH:15][CH:16]=[C:17]([N:20]3[CH2:25][CH2:24][N:23]([C:39]([C@H:35]4[CH2:36][CH2:37][CH2:38][NH:34]4)=[O:40])[C@H:22]([CH3:26])[CH2:21]3)[CH:18]=2)[CH:13]=[N:12]1)[CH3:10]. The yield is 0.110. (3) The reactants are [C:1]1([C:7]2[S:8][CH:9]=[C:10]([CH2:12][C:13]3[CH:14]=[N:15][CH:16]=[C:17]([CH:22]=3)[C:18]([O:20]C)=[O:19])[N:11]=2)[CH:6]=[CH:5][CH:4]=[CH:3][CH:2]=1.[OH-].[Na+].C(O)(=O)C. The catalyst is C1COCC1.CO. The product is [C:1]1([C:7]2[S:8][CH:9]=[C:10]([CH2:12][C:13]3[CH:14]=[N:15][CH:16]=[C:17]([CH:22]=3)[C:18]([OH:20])=[O:19])[N:11]=2)[CH:2]=[CH:3][CH:4]=[CH:5][CH:6]=1. The yield is 0.489. (4) The reactants are Cl[C:2]1[CH:7]=[CH:6][N:5]=[CH:4][C:3]=1[N+:8]([O-:10])=[O:9].[CH:11]1(B(O)O)[CH2:13][CH2:12]1.C1(C)C(C)=CC=CC=1.C(=O)([O-])[O-].[K+].[K+]. The catalyst is CCCCCC.C1C=CC([P]([Pd]([P](C2C=CC=CC=2)(C2C=CC=CC=2)C2C=CC=CC=2)([P](C2C=CC=CC=2)(C2C=CC=CC=2)C2C=CC=CC=2)[P](C2C=CC=CC=2)(C2C=CC=CC=2)C2C=CC=CC=2)(C2C=CC=CC=2)C2C=CC=CC=2)=CC=1.C(OC(=O)C)C. The product is [CH:11]1([C:2]2[CH:7]=[CH:6][N:5]=[CH:4][C:3]=2[N+:8]([O-:10])=[O:9])[CH2:13][CH2:12]1. The yield is 1.00. (5) The reactants are [H-].[Na+].[CH2:3]([OH:7])[CH2:4][CH2:5][OH:6].F[C:9]1[CH:18]=[C:17]2[C:12]([C:13](=[O:19])[NH:14][CH:15]=[N:16]2)=[CH:11][CH:10]=1. The catalyst is CN(C)C=O. The product is [OH:6][CH2:5][CH2:4][CH2:3][O:7][C:9]1[CH:18]=[C:17]2[C:12]([C:13](=[O:19])[NH:14][CH:15]=[N:16]2)=[CH:11][CH:10]=1. The yield is 0.920. (6) The reactants are C(OC([N:8]1[CH2:13][CH2:12][N:11]([C:14]2[C:19]([N+:20]([O-:22])=[O:21])=[CH:18][CH:17]=[CH:16][C:15]=2[Cl:23])[CH2:10][CH2:9]1)=O)(C)(C)C.C(Cl)Cl. The catalyst is FC(F)(F)C(O)=O. The product is [Cl:23][C:15]1[CH:16]=[CH:17][CH:18]=[C:19]([N+:20]([O-:22])=[O:21])[C:14]=1[N:11]1[CH2:12][CH2:13][NH:8][CH2:9][CH2:10]1. The yield is 0.950.